Dataset: Reaction yield outcomes from USPTO patents with 853,638 reactions. Task: Predict the reaction yield, written as a fraction of the theoretical maximum amount of product (1.0 means a 100% yield; for example, 0.34 means a 34% yield). (1) The yield is 0.820. No catalyst specified. The product is [F:4][C:5]1[C:6]([NH:18][CH2:19][CH:20]2[CH2:24][CH2:23][CH2:22][NH:21]2)=[N:7][C:8]([NH:11][C:12]2[CH:13]=[CH:14][CH:15]=[CH:16][CH:17]=2)=[N:9][CH:10]=1. The reactants are Cl.CO.[F:4][C:5]1[C:6]([NH:18][CH2:19][CH:20]2[CH2:24][CH2:23][CH2:22][N:21]2C(OC(C)(C)C)=O)=[N:7][C:8]([NH:11][C:12]2[CH:17]=[CH:16][CH:15]=[CH:14][CH:13]=2)=[N:9][CH:10]=1. (2) The reactants are [Cl:1][C:2]1[CH:7]=[CH:6][C:5]([F:8])=[CH:4][C:3]=1[C@H:9]1[CH2:13][CH2:12][CH2:11][N:10]1[C:14]1[CH:19]=[CH:18][N:17]2[N:20]=[CH:21][C:22]([NH:23][C:24]([N:26]3[CH2:29][CH:28]([OH:30])[CH2:27]3)=[O:25])=[C:16]2[N:15]=1.[S:31](=[O:35])(=[O:34])([OH:33])[OH:32]. The catalyst is CO. The product is [S:31]([OH:35])([OH:34])(=[O:33])=[O:32].[Cl:1][C:2]1[CH:7]=[CH:6][C:5]([F:8])=[CH:4][C:3]=1[C@H:9]1[CH2:13][CH2:12][CH2:11][N:10]1[C:14]1[CH:19]=[CH:18][N:17]2[N:20]=[CH:21][C:22]([NH:23][C:24]([N:26]3[CH2:29][CH:28]([OH:30])[CH2:27]3)=[O:25])=[C:16]2[N:15]=1. The yield is 0.734. (3) The reactants are [Si]([O:8][CH2:9][C:10]1([CH3:36])[S:16][CH2:15][CH2:14][N:13]2[C:17]([C:20]3([C:23]4[CH:28]=[CH:27][C:26]([C:29]5[CH:34]=[CH:33][CH:32]=[C:31]([CH3:35])[N:30]=5)=[CH:25][CH:24]=4)[CH2:22][CH2:21]3)=[N:18][N:19]=[C:12]2[CH2:11]1)(C(C)(C)C)(C)C.Cl. The catalyst is CO. The product is [CH3:36][C:10]1([CH2:9][OH:8])[S:16][CH2:15][CH2:14][N:13]2[C:17]([C:20]3([C:23]4[CH:24]=[CH:25][C:26]([C:29]5[CH:34]=[CH:33][CH:32]=[C:31]([CH3:35])[N:30]=5)=[CH:27][CH:28]=4)[CH2:22][CH2:21]3)=[N:18][N:19]=[C:12]2[CH2:11]1. The yield is 0.860. (4) The reactants are [Br:1][C:2]1[CH:7]=[CH:6][C:5]([N:8]2[C:12](=[O:13])[NH:11][N:10]=[CH:9]2)=[C:4]([F:14])[CH:3]=1.C(=O)([O-])[O-].[K+].[K+].Br[CH2:22][C:23]([O:25][CH3:26])=[O:24]. The catalyst is CN(C)C=O. The product is [CH3:26][O:25][C:23](=[O:24])[CH2:22][N:11]1[C:12](=[O:13])[N:8]([C:5]2[CH:6]=[CH:7][C:2]([Br:1])=[CH:3][C:4]=2[F:14])[CH:9]=[N:10]1. The yield is 0.980. (5) The product is [OH:31][C@@H:11]1[C:12]2[N:13]=[CH:14][N:15]=[C:16]([N:18]3[CH2:23][CH2:22][N:21]([C:24]([O:26][C:27]([CH3:30])([CH3:29])[CH3:28])=[O:25])[CH2:20][CH2:19]3)[C:17]=2[C@H:9]([CH3:8])[CH2:10]1. The reactants are C(N(CC)CC)C.[CH3:8][C@H:9]1[C:17]2[C:16]([N:18]3[CH2:23][CH2:22][N:21]([C:24]([O:26][C:27]([CH3:30])([CH3:29])[CH3:28])=[O:25])[CH2:20][CH2:19]3)=[N:15][CH:14]=[N:13][C:12]=2[C:11](=[O:31])[CH2:10]1.O[C@H]1C2N=CN=C(N3CCN(C(OC(C)(C)C)=O)CC3)C=2[C@H](C)C1. The yield is 0.953. The catalyst is C(Cl)Cl. (6) The reactants are [F:1][C:2]1[N:7]=[C:6]([NH2:8])[CH:5]=[CH:4][CH:3]=1.[Cl:9][CH2:10][C:11]([CH2:13]Cl)=O.C(=O)(O)[O-].[Na+]. The catalyst is C(OCC)(=O)C.O. The product is [Cl:9][CH2:10][C:11]1[N:8]=[C:6]2[CH:5]=[CH:4][CH:3]=[C:2]([F:1])[N:7]2[CH:13]=1. The yield is 0.770. (7) The reactants are [Cl:1][C:2]1[CH:10]=[C:9]([I:11])[CH:8]=[C:7]([Cl:12])[C:3]=1[C:4](Cl)=[O:5].[F:13][C:14]1[CH:15]=[N:16][CH:17]=[C:18]([F:21])[C:19]=1[NH2:20].O1CCOCC1. The catalyst is C1COCC1.N1C=CC=CC=1.[OH-].[Na+].CO. The product is [Cl:1][C:2]1[CH:10]=[C:9]([I:11])[CH:8]=[C:7]([Cl:12])[C:3]=1[C:4]([NH:20][C:19]1[C:18]([F:21])=[CH:17][N:16]=[CH:15][C:14]=1[F:13])=[O:5]. The yield is 0.830.